From a dataset of NCI-60 drug combinations with 297,098 pairs across 59 cell lines. Regression. Given two drug SMILES strings and cell line genomic features, predict the synergy score measuring deviation from expected non-interaction effect. (1) Drug 1: C1=NNC2=C1C(=O)NC=N2. Drug 2: COC1=C2C(=CC3=C1OC=C3)C=CC(=O)O2. Synergy scores: CSS=8.32, Synergy_ZIP=-2.81, Synergy_Bliss=-0.874, Synergy_Loewe=0.270, Synergy_HSA=0.571. Cell line: A498. (2) Drug 1: C1=CC(=C2C(=C1NCCNCCO)C(=O)C3=C(C=CC(=C3C2=O)O)O)NCCNCCO. Drug 2: C1=NC2=C(N=C(N=C2N1C3C(C(C(O3)CO)O)O)F)N. Cell line: NCIH23. Synergy scores: CSS=55.3, Synergy_ZIP=-3.60, Synergy_Bliss=-4.36, Synergy_Loewe=-34.4, Synergy_HSA=-3.05. (3) Drug 1: C1=CC=C(C=C1)NC(=O)CCCCCCC(=O)NO. Drug 2: CC1CCCC2(C(O2)CC(NC(=O)CC(C(C(=O)C(C1O)C)(C)C)O)C(=CC3=CSC(=N3)C)C)C. Cell line: HOP-62. Synergy scores: CSS=45.5, Synergy_ZIP=4.74, Synergy_Bliss=7.57, Synergy_Loewe=-8.04, Synergy_HSA=3.59. (4) Synergy scores: CSS=6.96, Synergy_ZIP=-3.00, Synergy_Bliss=-6.10, Synergy_Loewe=2.91, Synergy_HSA=-4.57. Drug 1: C1=NNC2=C1C(=O)NC=N2. Drug 2: C1CN(P(=O)(OC1)NCCCl)CCCl. Cell line: HOP-62. (5) Drug 1: CN1CCC(CC1)COC2=C(C=C3C(=C2)N=CN=C3NC4=C(C=C(C=C4)Br)F)OC. Drug 2: C1C(C(OC1N2C=NC3=C(N=C(N=C32)Cl)N)CO)O. Cell line: SK-OV-3. Synergy scores: CSS=14.9, Synergy_ZIP=-3.75, Synergy_Bliss=2.48, Synergy_Loewe=-2.94, Synergy_HSA=1.79. (6) Drug 1: C1=CC(=CC=C1CC(C(=O)O)N)N(CCCl)CCCl.Cl. Drug 2: CN1C2=C(C=C(C=C2)N(CCCl)CCCl)N=C1CCCC(=O)O.Cl. Cell line: MCF7. Synergy scores: CSS=19.3, Synergy_ZIP=-5.79, Synergy_Bliss=-3.61, Synergy_Loewe=-11.6, Synergy_HSA=-2.56. (7) Drug 1: CCC1(CC2CC(C3=C(CCN(C2)C1)C4=CC=CC=C4N3)(C5=C(C=C6C(=C5)C78CCN9C7C(C=CC9)(C(C(C8N6C)(C(=O)OC)O)OC(=O)C)CC)OC)C(=O)OC)O.OS(=O)(=O)O. Drug 2: COC1=C2C(=CC3=C1OC=C3)C=CC(=O)O2. Cell line: OVCAR-8. Synergy scores: CSS=3.87, Synergy_ZIP=-1.55, Synergy_Bliss=-2.31, Synergy_Loewe=-7.99, Synergy_HSA=-3.03. (8) Drug 1: CCC1(C2=C(COC1=O)C(=O)N3CC4=CC5=C(C=CC(=C5CN(C)C)O)N=C4C3=C2)O.Cl. Drug 2: C(CCl)NC(=O)N(CCCl)N=O. Cell line: ACHN. Synergy scores: CSS=13.1, Synergy_ZIP=2.13, Synergy_Bliss=4.30, Synergy_Loewe=-8.17, Synergy_HSA=2.23.